Dataset: Reaction yield outcomes from USPTO patents with 853,638 reactions. Task: Predict the reaction yield, written as a fraction of the theoretical maximum amount of product (1.0 means a 100% yield; for example, 0.34 means a 34% yield). (1) The reactants are N[C@H:2]([C:8]([OH:10])=[O:9])[CH2:3][CH2:4][C:5]([OH:7])=[O:6].N([O-])=O.[Na+]. The catalyst is O.Cl. The product is [O:9]=[C:8]1[O:10][C@H:4]([C:5]([OH:7])=[O:6])[CH2:3][CH2:2]1. The yield is 0.590. (2) The reactants are [Br:1][C:2]1[CH:3]=[C:4]([CH:7]=[C:8]([F:10])[CH:9]=1)[CH:5]=O.[CH3:11][N:12]1[CH2:17][CH2:16][NH:15][CH2:14][CH2:13]1.CC(O)=O.[BH3-]C#N.[Na+]. The catalyst is CO. The product is [Br:1][C:2]1[CH:3]=[C:4]([CH:7]=[C:8]([F:10])[CH:9]=1)[CH2:5][N:15]1[CH2:16][CH2:17][N:12]([CH3:11])[CH2:13][CH2:14]1. The yield is 0.510. (3) The reactants are [NH:1]1[CH2:6][CH2:5][CH:4]([C:7]([O:9][CH2:10][C:11]2[CH:16]=[CH:15][CH:14]=[CH:13][CH:12]=2)=[O:8])[CH2:3][CH2:2]1.[C:17]([O:23][CH2:24][CH3:25])(=[O:22])[CH2:18][C:19]([CH3:21])=O.C(O[BH-](OC(=O)C)OC(=O)C)(=O)C.[Na+].C(O)(C(F)(F)F)=O. The catalyst is ClCCCl.O.C(O)(=O)C. The product is [CH2:24]([O:23][C:17](=[O:22])[CH2:18][CH:19]([N:1]1[CH2:2][CH2:3][CH:4]([C:7]([O:9][CH2:10][C:11]2[CH:12]=[CH:13][CH:14]=[CH:15][CH:16]=2)=[O:8])[CH2:5][CH2:6]1)[CH3:21])[CH3:25]. The yield is 0.260. (4) The reactants are [C:1]([O:4][C:5]([CH3:8])([CH3:7])[CH3:6])(=[O:3])[CH3:2].C[Si]([N-][Si](C)(C)C)(C)C.[Li+].Cl[C:20]1[S:21][C:22]2[CH:28]=[CH:27][CH:26]=[C:25]([Cl:29])[C:23]=2[N:24]=1. The catalyst is C1COCC1. The product is [Cl:29][C:25]1[C:23]2[N:24]=[C:20]([CH2:2][C:1]([O:4][C:5]([CH3:8])([CH3:7])[CH3:6])=[O:3])[S:21][C:22]=2[CH:28]=[CH:27][CH:26]=1. The yield is 0.990. (5) The reactants are C[N+]1([O-])CC[O:5]CC1.O[CH:10]1[C:16]([OH:40])([C:17]2[S:18][C:19]([C:22]3[CH:27]=[C:26]([NH:28][C:29]4[N:34]=[C:33]([C:35]([F:38])([F:37])[F:36])[CH:32]=[CH:31][N:30]=4)[CH:25]=[C:24]([CH3:39])[CH:23]=3)=[CH:20][N:21]=2)[CH2:15][CH2:14][NH:13][C:12](=[O:41])[CH2:11]1. The catalyst is CC(C)=O.O.[Os](=O)(=O)(=O)=O. The product is [OH:40][C:16]1([C:17]2[S:18][C:19]([C:22]3[CH:27]=[C:26]([NH:28][C:29]4[N:34]=[C:33]([C:35]([F:36])([F:38])[F:37])[CH:32]=[CH:31][N:30]=4)[CH:25]=[C:24]([CH3:39])[CH:23]=3)=[CH:20][N:21]=2)[CH:15]([OH:5])[CH2:14][NH:13][C:12](=[O:41])[CH2:11][CH2:10]1. The yield is 0.370. (6) The reactants are C(Cl)(=O)C(Cl)=O.CS(C)=O.[OH:11][CH2:12][CH2:13][CH2:14][CH2:15][CH2:16][NH:17][C:18](=[O:61])[C@@H:19]([NH:43][C:44](=[O:60])[O:45][CH2:46][CH:47]1[C:59]2[CH:58]=[CH:57][CH:56]=[CH:55][C:54]=2[C:53]2[C:48]1=[CH:49][CH:50]=[CH:51][CH:52]=2)[C:20]([CH3:42])([S:22][C:23]([C:36]1[CH:41]=[CH:40][CH:39]=[CH:38][CH:37]=1)([C:30]1[CH:35]=[CH:34][CH:33]=[CH:32][CH:31]=1)[C:24]1[CH:29]=[CH:28][CH:27]=[CH:26][CH:25]=1)[CH3:21]. The catalyst is C(Cl)Cl. The product is [CH3:42][C:20]([S:22][C:23]([C:36]1[CH:41]=[CH:40][CH:39]=[CH:38][CH:37]=1)([C:30]1[CH:35]=[CH:34][CH:33]=[CH:32][CH:31]=1)[C:24]1[CH:29]=[CH:28][CH:27]=[CH:26][CH:25]=1)([CH3:21])[C@H:19]([NH:43][C:44](=[O:60])[O:45][CH2:46][CH:47]1[C:59]2[CH:58]=[CH:57][CH:56]=[CH:55][C:54]=2[C:53]2[C:48]1=[CH:49][CH:50]=[CH:51][CH:52]=2)[C:18](=[O:61])[NH:17][CH2:16][CH2:15][CH2:14][CH2:13][CH:12]=[O:11]. The yield is 0.950. (7) The reactants are C(Cl)(=O)C(Cl)=O.CS(C)=O.[N:11]1[C:20]2[C:15](=[CH:16][C:17]([CH2:21][N:22]3[C:26]4=[N:27][C:28]([N:31]5[CH2:35][CH2:34][CH:33]([OH:36])[CH2:32]5)=[CH:29][N:30]=[C:25]4[N:24]=[N:23]3)=[CH:18][CH:19]=2)[CH:14]=[CH:13][CH:12]=1.C(N(CC)CC)C. The catalyst is ClCCl. The product is [N:11]1[C:20]2[C:15](=[CH:16][C:17]([CH2:21][N:22]3[C:26]4=[N:27][C:28]([N:31]5[CH2:35][CH2:34][C:33](=[O:36])[CH2:32]5)=[CH:29][N:30]=[C:25]4[N:24]=[N:23]3)=[CH:18][CH:19]=2)[CH:14]=[CH:13][CH:12]=1. The yield is 0.400. (8) The reactants are [Cl:1][CH:2]([CH2:7][C:8]1[CH:13]=[CH:12][C:11]([N+:14]([O-])=O)=[CH:10][C:9]=1[N+:17]([O-])=O)[C:3](OC)=[O:4]. The catalyst is C(O)(=O)C.O.C(OCC)(=O)C.[Fe]. The product is [NH2:14][C:11]1[CH:10]=[C:9]2[C:8]([CH2:7][CH:2]([Cl:1])[C:3](=[O:4])[NH:17]2)=[CH:13][CH:12]=1. The yield is 0.400. (9) The reactants are Cl[C:2](Cl)([O:4]C(=O)OC(Cl)(Cl)Cl)Cl.[N:13]1[N:17]2[CH2:18][CH2:19][NH:20][CH2:21][C:16]2=[CH:15][C:14]=1[C:22]([N:24]1[CH:29]2[CH2:30][CH2:31][CH2:32][CH:25]1[CH2:26][CH:27]([C:33]([O:35][CH2:36][CH3:37])=[O:34])[CH2:28]2)=[O:23].CCN(CC)CC.[Cl:45][C:46]1[CH:47]=[C:48]([CH2:53][NH2:54])[CH:49]=[C:50]([Cl:52])[CH:51]=1. The product is [Cl:45][C:46]1[CH:47]=[C:48]([CH:49]=[C:50]([Cl:52])[CH:51]=1)[CH2:53][NH:54][C:2]([N:20]1[CH2:19][CH2:18][N:17]2[N:13]=[C:14]([C:22]([N:24]3[CH:25]4[CH2:32][CH2:31][CH2:30][CH:29]3[CH2:28][CH:27]([C:33]([O:35][CH2:36][CH3:37])=[O:34])[CH2:26]4)=[O:23])[CH:15]=[C:16]2[CH2:21]1)=[O:4]. The catalyst is ClCCl.CO. The yield is 0.560. (10) The catalyst is C(O)(=O)C. The yield is 0.0800. The reactants are [CH2:1]([C:8]1[N:9]=[C:10]([NH2:13])[NH:11][N:12]=1)[C:2]1[CH:7]=[CH:6][CH:5]=[CH:4][CH:3]=1.[O:14]1[CH2:19][CH2:18][O:17][C:16]2[CH:20]=[C:21]([C:24](=O)[CH2:25][C:26](OCC)=[O:27])[CH:22]=[CH:23][C:15]1=2. The product is [CH2:1]([C:8]1[N:9]=[C:10]2[NH:13][C:24]([C:21]3[CH:22]=[CH:23][C:15]4[O:14][CH2:19][CH2:18][O:17][C:16]=4[CH:20]=3)=[CH:25][C:26](=[O:27])[N:11]2[N:12]=1)[C:2]1[CH:3]=[CH:4][CH:5]=[CH:6][CH:7]=1.